From a dataset of Full USPTO retrosynthesis dataset with 1.9M reactions from patents (1976-2016). Predict the reactants needed to synthesize the given product. Given the product [C:2]([O:5][C:6]1[CH:7]=[C:8]([CH:23]=[CH:24][C:25]=1[CH3:26])[NH:9][C:10]1[C:19]2[C:14](=[CH:15][C:16]([O:22][CH2:30][C:31]3[CH:36]=[CH:35][N:34]=[CH:33][N:32]=3)=[C:17]([O:20][CH3:21])[CH:18]=2)[N:13]=[CH:12][N:11]=1)(=[O:4])[CH3:3], predict the reactants needed to synthesize it. The reactants are: Cl.[C:2]([O:5][C:6]1[CH:7]=[C:8]([CH:23]=[CH:24][C:25]=1[CH3:26])[NH:9][C:10]1[C:19]2[C:14](=[CH:15][C:16]([OH:22])=[C:17]([O:20][CH3:21])[CH:18]=2)[N:13]=[CH:12][N:11]=1)(=[O:4])[CH3:3].[I-].[K+].Cl[CH2:30][C:31]1[CH:36]=[CH:35][N:34]=[CH:33][N:32]=1.